From a dataset of Reaction yield outcomes from USPTO patents with 853,638 reactions. Predict the reaction yield, written as a fraction of the theoretical maximum amount of product (1.0 means a 100% yield; for example, 0.34 means a 34% yield). (1) The reactants are [N:1]1([CH2:7]/[CH:8]=[CH:9]/[C:10]2[CH:15]=[CH:14][C:13]([NH2:16])=[CH:12][CH:11]=2)[CH2:6][CH2:5][O:4][CH2:3][CH2:2]1.Br[C:18]1[CH:19]=[C:20]([CH:25]=[CH:26][C:27]=1[C:28]1([CH3:33])[O:32][CH2:31][CH2:30][O:29]1)[C:21]([O:23][CH3:24])=[O:22]. No catalyst specified. The product is [CH3:33][C:28]1([C:27]2[CH:26]=[CH:25][C:20]([C:21]([O:23][CH3:24])=[O:22])=[CH:19][C:18]=2[NH:16][C:13]2[CH:14]=[CH:15][C:10](/[CH:9]=[CH:8]/[CH2:7][N:1]3[CH2:6][CH2:5][O:4][CH2:3][CH2:2]3)=[CH:11][CH:12]=2)[O:29][CH2:30][CH2:31][O:32]1. The yield is 0.400. (2) The reactants are [OH:1][C:2]1[CH:9]=[CH:8][C:7]([O:10][C:11]([F:14])([F:13])[F:12])=[CH:6][C:3]=1[CH:4]=[O:5].C(=O)([O-])[O-].[K+].[K+].Cl[CH2:22][CH:23]([CH3:25])[CH3:24]. The catalyst is CN(C=O)C.[I-].C([N+](CCCC)(CCCC)CCCC)CCC. The yield is 0.800. The product is [CH2:22]([O:1][C:2]1[CH:9]=[CH:8][C:7]([O:10][C:11]([F:12])([F:13])[F:14])=[CH:6][C:3]=1[CH:4]=[O:5])[CH:23]([CH3:25])[CH3:24].